From a dataset of Full USPTO retrosynthesis dataset with 1.9M reactions from patents (1976-2016). Predict the reactants needed to synthesize the given product. (1) Given the product [CH3:31][NH:32][C:24]([C:22]1[CH:23]=[C:18]2[CH:17]=[C:16]([CH:11]([C:8]3[CH:7]=[CH:6][C:5]([S:2]([CH3:1])(=[O:4])=[O:3])=[CH:10][CH:9]=3)[CH2:12][CH:13]([CH3:15])[CH3:14])[NH:27][C:19]2=[N:20][CH:21]=1)=[O:25], predict the reactants needed to synthesize it. The reactants are: [CH3:1][S:2]([C:5]1[CH:10]=[CH:9][C:8]([CH:11]([C:16]2[NH:27][C:19]3=[N:20][CH:21]=[C:22]([C:24](O)=[O:25])[CH:23]=[C:18]3[CH:17]=2)[CH2:12][CH:13]([CH3:15])[CH3:14])=[CH:7][CH:6]=1)(=[O:4])=[O:3].Cl.CN.[CH3:31][N:32]1CCOCC1.O.ON1C2C=CC=CC=2N=N1.Cl.CN(C)CCCN=C=NCC. (2) Given the product [CH2:36]([CH:31]([CH2:32][CH2:33][CH2:34][CH3:35])[CH2:30][C:27]1[CH:28]=[CH:29][C:24]([CH2:23][C:17]2[CH:16]=[C:12]([C:13]([OH:15])=[O:14])[C:11]([CH2:9][C:8]3[CH:7]=[CH:6][C:5]([CH2:4][CH:3]([CH2:1][CH3:2])[CH2:41][CH2:42][CH2:43][CH3:44])=[CH:40][CH:39]=3)=[CH:19][C:18]=2[C:20]([OH:22])=[O:21])=[CH:25][CH:26]=1)[CH3:37], predict the reactants needed to synthesize it. The reactants are: [CH2:1]([CH:3]([CH2:41][CH2:42][CH2:43][CH3:44])[CH2:4][C:5]1[CH:40]=[CH:39][C:8]([C:9]([C:11]2[CH:19]=[C:18]([C:20]([OH:22])=[O:21])[C:17]([C:23](=O)[C:24]3[CH:29]=[CH:28][C:27]([CH2:30][CH:31]([CH2:36][CH3:37])[CH2:32][CH2:33][CH2:34][CH3:35])=[CH:26][CH:25]=3)=[CH:16][C:12]=2[C:13]([OH:15])=[O:14])=O)=[CH:7][CH:6]=1)[CH3:2].[H][H]. (3) Given the product [Cl:1][C:2]1[CH:3]=[C:4]([C:32]2[CH:37]=[CH:36][C:35]([C:38]([N:58]3[CH2:59][CH2:60][C:55]([F:61])([F:54])[CH2:56][CH2:57]3)=[O:39])=[CH:34][CH:33]=2)[CH:5]=[CH:6][C:7]=1[CH2:8][C@@H:9]1[CH2:13][CH2:12][N:11]([N:14]2[CH2:15][CH2:16][CH:17]([O:20][Si:21]([CH:25]([CH3:27])[CH3:26])([CH:28]([CH3:29])[CH3:30])[CH:22]([CH3:24])[CH3:23])[CH2:18][CH2:19]2)[C:10]1=[O:31], predict the reactants needed to synthesize it. The reactants are: [Cl:1][C:2]1[CH:3]=[C:4]([C:32]2[CH:37]=[CH:36][C:35]([C:38](O)=[O:39])=[CH:34][CH:33]=2)[CH:5]=[CH:6][C:7]=1[CH2:8][CH:9]1[CH2:13][CH2:12][N:11]([N:14]2[CH2:19][CH2:18][CH:17]([O:20][Si:21]([CH:28]([CH3:30])[CH3:29])([CH:25]([CH3:27])[CH3:26])[CH:22]([CH3:24])[CH3:23])[CH2:16][CH2:15]2)[C:10]1=[O:31].C(N1C=CN=C1)(N1C=CN=C1)=O.Cl.[F:54][C:55]1([F:61])[CH2:60][CH2:59][NH:58][CH2:57][CH2:56]1.C(N(C(C)C)CC)(C)C. (4) Given the product [Cl:26][C:24]1[CH:25]=[CH:3][C:4]2[N:5]([CH3:21])[C:6](=[O:20])[CH:7]([CH2:9][C:10]3[CH:11]=[CH:12][C:13]4[C:18](=[CH:17][CH:16]=[CH:15][CH:14]=4)[CH:19]=3)[N:8]=[C:2]([N:27]3[CH2:28][CH2:29][CH:30]([NH:33][C:34](=[O:40])[O:35][C:36]([CH3:38])([CH3:37])[CH3:39])[CH2:31][CH2:32]3)[C:22]=2[CH:23]=1, predict the reactants needed to synthesize it. The reactants are: Cl[C:2]1[C:3]2[CH:25]=[C:24]([Cl:26])[CH:23]=[CH:22][C:4]=2[N:5]([CH3:21])[C:6](=[O:20])[CH:7]([CH2:9][C:10]2[CH:19]=[CH:18][C:17]3[C:12](=[CH:13][CH:14]=[CH:15][CH:16]=3)[CH:11]=2)[N:8]=1.[NH:27]1[CH2:32][CH2:31][CH:30]([NH:33][C:34](=[O:40])[O:35][C:36]([CH3:39])([CH3:38])[CH3:37])[CH2:29][CH2:28]1.